Dataset: Forward reaction prediction with 1.9M reactions from USPTO patents (1976-2016). Task: Predict the product of the given reaction. (1) Given the reactants [CH:1]([C:4]1[CH:9]=[CH:8][C:7]([CH3:10])=[CH:6][C:5]=1[N:11]1[C:15](=[O:16])[CH2:14][S:13]/[C:12]/1=[N:17]\[C:18]([NH:20][CH2:21][CH2:22][C:23]1[CH:28]=[CH:27][C:26]([C:29]2[N:33]=[CH:32][N:31]([C:34]3[CH:39]=[CH:38][C:37]([O:40][C:41]([F:44])([F:43])[F:42])=[CH:36][CH:35]=3)[N:30]=2)=[CH:25][CH:24]=1)=[O:19])([CH3:3])[CH3:2].[Br:45]N1C(=O)CCC1=O.N(C(C)(C)C#N)=NC(C)(C)C#N, predict the reaction product. The product is: [Br:45][CH:22]([C:23]1[CH:24]=[CH:25][C:26]([C:29]2[N:33]=[CH:32][N:31]([C:34]3[CH:35]=[CH:36][C:37]([O:40][C:41]([F:44])([F:43])[F:42])=[CH:38][CH:39]=3)[N:30]=2)=[CH:27][CH:28]=1)[CH2:21][NH:20][C:18](/[N:17]=[C:12]1\[S:13][CH2:14][C:15](=[O:16])[N:11]\1[C:5]1[CH:6]=[C:7]([CH3:10])[CH:8]=[CH:9][C:4]=1[CH:1]([CH3:3])[CH3:2])=[O:19]. (2) Given the reactants [C:1]([NH:4][C:5](=[CH2:10])[C:6]([O:8][CH3:9])=[O:7])(=[O:3])[CH3:2].C(O[K])(C)(C)C.C1(C)C=CC=CC=1, predict the reaction product. The product is: [C:1]([NH:4][CH:5]([CH3:10])[C:6]([O:8][CH3:9])=[O:7])(=[O:3])[CH3:2]. (3) Given the reactants CN(C(ON1N=N[C:11]2[CH:12]=[CH:13][CH:14]=[N:15][C:10]1=2)=[N+](C)C)C.F[P-](F)(F)(F)(F)F.[NH2:25][C:26]1[CH:38]=[CH:37][C:29]([C:30]([O:32][C:33]([CH3:36])([CH3:35])[CH3:34])=[O:31])=[CH:28][CH:27]=1.CN1CC[O:43][CH2:42]C1.[C:46](#N)C.[OH2:49], predict the reaction product. The product is: [O:49]=[C:11]1[CH2:12][CH2:13][CH2:14][N:15]1[CH:10]([CH3:46])[C:42]([NH:25][C:26]1[CH:38]=[CH:37][C:29]([C:30]([O:32][C:33]([CH3:34])([CH3:35])[CH3:36])=[O:31])=[CH:28][CH:27]=1)=[O:43]. (4) Given the reactants [CH3:1][C:2]([O:5][C:6]([N:8]1[CH:16]=[N:15][C:14]2[C:9]1=[N:10][CH:11]=[N:12][C:13]=2[N:17]1[CH2:22][CH2:21][C:20]2([C:26]3=[N:27][C:28]4[C:33]([O:34]CC5C=CC=CC=5)=[CH:32][CH:31]=[CH:30][C:29]=4[N:25]3[C:24](=[O:42])[N:23]2[C:43]([O:45][C:46]([CH3:49])([CH3:48])[CH3:47])=[O:44])[CH2:19][CH2:18]1)=[O:7])([CH3:4])[CH3:3].C(Cl)Cl.CO, predict the reaction product. The product is: [OH:34][C:33]1[C:28]2[N:27]=[C:26]3[C:20]4([N:23]([C:43]([O:45][C:46]([CH3:49])([CH3:48])[CH3:47])=[O:44])[C:24](=[O:42])[N:25]3[C:29]=2[CH:30]=[CH:31][CH:32]=1)[CH2:19][CH2:18][N:17]([C:13]1[N:12]=[CH:11][N:10]=[C:9]2[C:14]=1[N:15]=[CH:16][N:8]2[C:6]([O:5][C:2]([CH3:4])([CH3:3])[CH3:1])=[O:7])[CH2:22][CH2:21]4. (5) Given the reactants [NH2:1][C:2]1[N:7]=[CH:6][N:5]=[C:4]([NH:8][C@H:9]([C:11]2[N:16]([C:17]3[CH:22]=[CH:21][CH:20]=[CH:19][CH:18]=3)[C:15](=[O:23])[C:14]3=[C:24]([CH3:27])[CH:25]=[CH:26][N:13]3[N:12]=2)[CH3:10])[C:3]=1I.[F:29][C:30]1[CH:35]=[CH:34][C:33]([S:36]([NH:39][C:40]2[C:41]([O:55][CH3:56])=[N:42][CH:43]=[C:44](B3OC(C)(C)C(C)(C)O3)[CH:45]=2)(=[O:38])=[O:37])=[CH:32][CH:31]=1.C(=O)([O-])[O-].[Na+].[Na+], predict the reaction product. The product is: [NH2:1][C:2]1[C:3]([C:44]2[CH:45]=[C:40]([NH:39][S:36]([C:33]3[CH:34]=[CH:35][C:30]([F:29])=[CH:31][CH:32]=3)(=[O:37])=[O:38])[C:41]([O:55][CH3:56])=[N:42][CH:43]=2)=[C:4]([NH:8][C@H:9]([C:11]2[N:16]([C:17]3[CH:22]=[CH:21][CH:20]=[CH:19][CH:18]=3)[C:15](=[O:23])[C:14]3=[C:24]([CH3:27])[CH:25]=[CH:26][N:13]3[N:12]=2)[CH3:10])[N:5]=[CH:6][N:7]=1. (6) The product is: [F:1][C:2]1[CH:3]=[CH:4][C:5]([C:8]2[N:9]=[C:10]([CH:13]([NH:20][CH:21]3[CH2:26][CH2:25][CH2:24][CH2:23][CH2:22]3)[CH2:14][CH2:15][CH2:16][CH2:17][CH2:18][CH3:19])[NH:11][CH:12]=2)=[CH:6][CH:7]=1. Given the reactants [F:1][C:2]1[CH:7]=[CH:6][C:5]([C:8]2[N:9]=[C:10]([CH:13]([NH2:20])[CH2:14][CH2:15][CH2:16][CH2:17][CH2:18][CH3:19])[NH:11][CH:12]=2)=[CH:4][CH:3]=1.[C:21]1(=O)[CH2:26][CH2:25][CH2:24][CH2:23][CH2:22]1, predict the reaction product. (7) Given the reactants [CH:1]([OH:3])=[O:2].[NH2:4][C:5]1[N:10]=[CH:9][N:8]=[C:7]2[N:11]([CH:22]([C:24]3[O:25][C:26](=[O:40])[C:27]4[C:32]([C:33]=3[C:34]3[CH2:35][CH2:36][NH:37][CH2:38][CH:39]=3)=[CH:31][CH:30]=[CH:29][CH:28]=4)[CH3:23])[N:12]=[C:13]([C:14]3[CH:19]=[C:18]([OH:20])[CH:17]=[C:16]([F:21])[CH:15]=3)[C:6]=12.O=[C:42]1[CH2:45][N:44]([C:46]([O:48][C:49]([CH3:52])([CH3:51])[CH3:50])=[O:47])[CH2:43]1, predict the reaction product. The product is: [CH:1]([OH:3])=[O:2].[NH2:4][C:5]1[N:10]=[CH:9][N:8]=[C:7]2[N:11]([CH:22]([C:24]3[O:25][C:26](=[O:40])[C:27]4[C:32]([C:33]=3[C:34]3[CH2:35][CH2:36][N:37]([CH:42]5[CH2:43][N:44]([C:46]([O:48][C:49]([CH3:52])([CH3:51])[CH3:50])=[O:47])[CH2:45]5)[CH2:38][CH:39]=3)=[CH:31][CH:30]=[CH:29][CH:28]=4)[CH3:23])[N:12]=[C:13]([C:14]3[CH:19]=[C:18]([OH:20])[CH:17]=[C:16]([F:21])[CH:15]=3)[C:6]=12.